From a dataset of Catalyst prediction with 721,799 reactions and 888 catalyst types from USPTO. Predict which catalyst facilitates the given reaction. (1) Reactant: F[P-](F)(F)(F)(F)F.N1(O[P+](N(C)C)(N(C)C)N(C)C)C2C=CC=CC=2N=N1.[C:28]1([P:34]([C:44]2[CH:49]=[CH:48][CH:47]=[CH:46][CH:45]=2)[C:35]2[N:40]=[C:39]([C:41]([OH:43])=O)[CH:38]=[CH:37][CH:36]=2)[CH:33]=[CH:32][CH:31]=[CH:30][CH:29]=1.[C:50]([O:54][C:55]([NH:57][C:58](=[NH:60])[NH2:59])=[O:56])([CH3:53])([CH3:52])[CH3:51].CN1CCOCC1. Product: [C:50]([O:54][C:55]([NH:57][C:58](=[NH:59])[NH:60][C:41]([C:39]1[CH:38]=[CH:37][CH:36]=[C:35]([P:34]([C:28]2[CH:33]=[CH:32][CH:31]=[CH:30][CH:29]=2)[C:44]2[CH:45]=[CH:46][CH:47]=[CH:48][CH:49]=2)[N:40]=1)=[O:43])=[O:56])([CH3:53])([CH3:51])[CH3:52]. The catalyst class is: 18. (2) Reactant: [H-].[Na+].C[O:4][C:5]([C:7]1[NH:8][CH:9]=[CH:10][CH:11]=1)=[O:6].[CH2:12](Br)[C:13]1[CH:18]=[CH:17][CH:16]=[CH:15][CH:14]=1.C(#N)C. Product: [CH2:12]([N:8]1[CH:9]=[CH:10][CH:11]=[C:7]1[C:5]([OH:4])=[O:6])[C:13]1[CH:18]=[CH:17][CH:16]=[CH:15][CH:14]=1. The catalyst class is: 121. (3) Reactant: [CH:1]1([NH:4][C:5](=[O:30])[C:6]2[CH:11]=[CH:10][C:9]([CH3:12])=[C:8]([C:13]3[CH:22]=[C:21]4[C:16]([C:17]([C:24]5[CH:29]=[CH:28][CH:27]=[CH:26][CH:25]=5)=[N:18][C:19](=O)[NH:20]4)=[CH:15][CH:14]=3)[CH:7]=2)[CH2:3][CH2:2]1.C(N)=O. Product: [CH:1]1([NH:4][C:5](=[O:30])[C:6]2[CH:11]=[CH:10][C:9]([CH3:12])=[C:8]([C:13]3[CH:22]=[C:21]4[C:16]([C:17]([C:24]5[CH:25]=[CH:26][CH:27]=[CH:28][CH:29]=5)=[N:18][CH:19]=[N:20]4)=[CH:15][CH:14]=3)[CH:7]=2)[CH2:3][CH2:2]1. The catalyst class is: 15. (4) Reactant: C(=O)([O-])[O-].[K+].[K+].[OH:7][C:8]1[CH:17]=[CH:16][C:11]([C:12]([O:14][CH3:15])=[O:13])=[CH:10][CH:9]=1.Cl[CH2:19][C:20]([NH:22][C:23]1[CH:28]=[CH:27][C:26]([O:29][CH3:30])=[CH:25][CH:24]=1)=[O:21].O. Product: [CH3:30][O:29][C:26]1[CH:27]=[CH:28][C:23]([NH:22][C:20](=[O:21])[CH2:19][O:7][C:8]2[CH:9]=[CH:10][C:11]([C:12]([O:14][CH3:15])=[O:13])=[CH:16][CH:17]=2)=[CH:24][CH:25]=1. The catalyst class is: 3.